This data is from Forward reaction prediction with 1.9M reactions from USPTO patents (1976-2016). The task is: Predict the product of the given reaction. Given the reactants [F:1][C:2]1[CH:7]=[CH:6][C:5]([CH2:8][C:9]([OH:11])=O)=[CH:4][CH:3]=1.C(Cl)(=O)C([Cl:15])=O.CN(C=O)C, predict the reaction product. The product is: [F:1][C:2]1[CH:7]=[CH:6][C:5]([CH2:8][C:9]([Cl:15])=[O:11])=[CH:4][CH:3]=1.